From a dataset of Reaction yield outcomes from USPTO patents with 853,638 reactions. Predict the reaction yield, written as a fraction of the theoretical maximum amount of product (1.0 means a 100% yield; for example, 0.34 means a 34% yield). (1) The reactants are [Br:1]Br.[CH3:3][C:4]([C:12]1[CH:13]=[C:14]([OH:18])[CH:15]=[CH:16][CH:17]=1)([CH3:11])[CH2:5][CH2:6][CH2:7][CH2:8][CH2:9][CH3:10]. The catalyst is C(Cl)(Cl)(Cl)Cl. The product is [CH3:11][C:4]([C:12]1[CH:13]=[C:14]([OH:18])[C:15]([Br:1])=[CH:16][CH:17]=1)([CH3:3])[CH2:5][CH2:6][CH2:7][CH2:8][CH2:9][CH3:10]. The yield is 0.650. (2) The reactants are COC(C1C=C(NS(C2C=CC(C)=CC=2)(=O)=O)C2C(=C(OCC3C=CC=CC=3)C=CC=2)N=1)=O.[CH3:34][O:35][C:36]([C:38]1[CH:47]=[C:46]([O:48]CC2C=CC=CC=2)[C:45]2[C:40](=[C:41]([N+:69]([O-])=O)[CH:42]=[C:43]([N:56]3[CH2:61][CH2:60][N:59](CC4C=CC=CC=4)[CH2:58][CH2:57]3)[CH:44]=2)[N:39]=1)=[O:37]. No catalyst specified. The product is [CH3:34][O:35][C:36]([C:38]1[CH:47]=[C:46]([OH:48])[C:45]2[C:40](=[C:41]([NH2:69])[CH:42]=[C:43]([N:56]3[CH2:61][CH2:60][NH:59][CH2:58][CH2:57]3)[CH:44]=2)[N:39]=1)=[O:37]. The yield is 0.580. (3) The reactants are [I:1][C:2]1[C:10]2[C:5](=[CH:6][CH:7]=[C:8]([C:11]([OH:13])=O)[CH:9]=2)[NH:4][N:3]=1.CN(C(ON1N=N[C:24]2[CH:25]=[CH:26][CH:27]=[CH:28][C:23]1=2)=[N+](C)C)C.[B-](F)(F)(F)F.CCN([CH:42]([CH3:44])[CH3:43])C(C)C.C[N:46]([CH:48]=O)C. No catalyst specified. The product is [CH:42]1([C@H:48]([C:23]2[CH:24]=[CH:25][CH:26]=[CH:27][CH:28]=2)[NH:46][C:11]([C:8]2[CH:9]=[C:10]3[C:5](=[CH:6][CH:7]=2)[NH:4][N:3]=[C:2]3[I:1])=[O:13])[CH2:44][CH2:43]1. The yield is 1.00. (4) The reactants are Br[C:2]1[CH:3]=[N:4][C:5]2[C:10]([CH:11]=1)=[CH:9][CH:8]=[CH:7][CH:6]=2.[CH2:12]([OH:15])[C:13]#[CH:14].C(N(CC)CC)C. The catalyst is C([O-])(O)=O.[Na+].[Cu]I. The product is [N:4]1[C:5]2[C:10](=[CH:9][CH:8]=[CH:7][CH:6]=2)[CH:11]=[C:2]([C:14]#[C:13][CH2:12][OH:15])[CH:3]=1. The yield is 0.883. (5) The reactants are C[O:2][C:3]1[CH:4]=[C:5]2[C:10](=[CH:11][CH:12]=1)[C:9]([CH3:14])([CH3:13])[CH2:8][CH2:7][CH2:6]2.B(Br)(Br)Br. The catalyst is C(Cl)Cl. The product is [CH3:13][C:9]1([CH3:14])[CH2:8][CH2:7][CH2:6][C:5]2[CH:4]=[C:3]([OH:2])[CH:12]=[CH:11][C:10]1=2. The yield is 0.960. (6) The reactants are [CH3:1][C:2]1[CH:3]([C:9]([O:11][CH2:12][CH3:13])=[O:10])[CH2:4][CH2:5][C:6](=O)[CH:7]=1.[SH:14][CH2:15][CH2:16][C:17](O)=[O:18].C1(C)C=CC(S(O)(=O)=O)=CC=1.N1C=CC=CC=1.FC(F)(F)C(OC(=O)C(F)(F)F)=O.CS(O)(=O)=O. The catalyst is C1(C)C=CC=CC=1. The product is [CH3:1][C:2]1[C:7]2[C:17](=[O:18])[CH2:16][CH2:15][S:14][C:6]=2[CH2:5][CH2:4][C:3]=1[C:9]([O:11][CH2:12][CH3:13])=[O:10]. The yield is 0.360.